From a dataset of Catalyst prediction with 721,799 reactions and 888 catalyst types from USPTO. Predict which catalyst facilitates the given reaction. (1) Reactant: Cl[C:2]1[N:10]=[C:9]2[C:5]([N:6]=[CH:7][N:8]2[CH2:11][C:12]2[CH:17]=[CH:16][C:15]([O:18][CH3:19])=[CH:14][CH:13]=2)=[C:4]([C:20]2[O:21][CH:22]=[CH:23][CH:24]=2)[N:3]=1.C(N(CC)CC)C.[C:32]([Si:34]([CH3:37])([CH3:36])[CH3:35])#[CH:33]. Product: [CH3:35][Si:34]([CH3:37])([CH3:36])[C:32]#[C:33][C:2]1[N:10]=[C:9]2[C:5]([N:6]=[CH:7][N:8]2[CH2:11][C:12]2[CH:17]=[CH:16][C:15]([O:18][CH3:19])=[CH:14][CH:13]=2)=[C:4]([C:20]2[O:21][CH:22]=[CH:23][CH:24]=2)[N:3]=1. The catalyst class is: 654. (2) Reactant: [Cl:1][C:2]1[CH:7]=[CH:6][C:5]([C:8]2[CH:9]=[N:10][CH:11]=[C:12]3[C:17]=2[N:16]=[C:15]([C:18]([OH:20])=O)[CH:14]=[CH:13]3)=[CH:4][CH:3]=1.C(N(CC)C(C)C)(C)C.F[P-](F)(F)(F)(F)F.N1(OC(N(C)C)=[N+](C)C)[C:41]2[N:42]=C[CH:44]=[CH:45][C:40]=2[N:39]=N1.NC1(C#N)CC1. Product: [Cl:1][C:2]1[CH:3]=[CH:4][C:5]([C:8]2[CH:9]=[N:10][CH:11]=[C:12]3[C:17]=2[N:16]=[C:15]([C:18]([NH:39][C:40]2([C:41]#[N:42])[CH2:44][CH2:45]2)=[O:20])[CH:14]=[CH:13]3)=[CH:6][CH:7]=1. The catalyst class is: 9. (3) Reactant: Cl.[CH3:2][NH:3][CH3:4].C(N(CC)CC)C.Cl[CH2:13][C:14]1[CH:39]=[CH:38][C:17]([C:18]([NH:20][C:21]2[CH:22]=[CH:23][C:24]([O:27][C:28](=[O:37])[N:29]([CH3:36])[C:30]3[CH:35]=[CH:34][CH:33]=[CH:32][CH:31]=3)=[N:25][CH:26]=2)=[O:19])=[CH:16][CH:15]=1.[I-].[Na+]. Product: [CH3:2][N:3]([CH2:13][C:14]1[CH:15]=[CH:16][C:17]([C:18]([NH:20][C:21]2[CH:22]=[CH:23][C:24]([O:27][C:28](=[O:37])[N:29]([CH3:36])[C:30]3[CH:35]=[CH:34][CH:33]=[CH:32][CH:31]=3)=[N:25][CH:26]=2)=[O:19])=[CH:38][CH:39]=1)[CH3:4]. The catalyst class is: 35. (4) Reactant: [Br:1][C:2]1[C:3]([F:10])=[C:4]([CH2:8][OH:9])[CH:5]=[CH:6][CH:7]=1. Product: [Br:1][C:2]1[C:3]([F:10])=[C:4]([CH:5]=[CH:6][CH:7]=1)[CH:8]=[O:9]. The catalyst class is: 327. (5) Product: [Br:32][CH:23]1[C:9]2[C:10](=[N:11][C:12]([C:13]3[CH:18]=[CH:17][C:16]([CH3:19])=[CH:15][CH:14]=3)=[C:7]([C:4]3[CH:3]=[CH:2][C:1]([CH3:31])=[CH:6][CH:5]=3)[N:8]=2)[N:20]([C:24]([O:26][C:27]([CH3:28])([CH3:30])[CH3:29])=[O:25])[CH2:21][CH2:22]1. The catalyst class is: 22. Reactant: [C:1]1([CH3:31])[CH:6]=[CH:5][C:4]([C:7]2[N:8]=[C:9]3[CH2:23][CH2:22][CH2:21][N:20]([C:24]([O:26][C:27]([CH3:30])([CH3:29])[CH3:28])=[O:25])[C:10]3=[N:11][C:12]=2[C:13]2[CH:18]=[CH:17][C:16]([CH3:19])=[CH:15][CH:14]=2)=[CH:3][CH:2]=1.[Br:32]N1C(=O)CCC1=O.C(OOC(=O)CCCCCCCCCCC)(=O)CCCCCCCCCCC. (6) Reactant: CO.[BH4-].[Na+].[F:5][C:6]1[CH:7]=[CH:8][C:9]2[N:10]([N:12]=[C:13]([C:27]3[CH:32]=[CH:31][CH:30]=[CH:29][CH:28]=3)[C:14]=2[C:15]([C:17]2[N:22]=[C:21]([C:23]([O:25][CH3:26])=[O:24])[CH:20]=[CH:19][CH:18]=2)=[O:16])[CH:11]=1.[Cl-].[NH4+]. Product: [F:5][C:6]1[CH:7]=[CH:8][C:9]2[N:10]([N:12]=[C:13]([C:27]3[CH:28]=[CH:29][CH:30]=[CH:31][CH:32]=3)[C:14]=2[CH:15]([OH:16])[C:17]2[N:22]=[C:21]([C:23]([O:25][CH3:26])=[O:24])[CH:20]=[CH:19][CH:18]=2)[CH:11]=1. The catalyst class is: 4. (7) Reactant: [OH:1][CH2:2][C:3]1[CH:8]=[CH:7][N:6]=[C:5]([C:9]([NH2:11])=[O:10])[CH:4]=1.C(N(CC)CC)C.[CH3:19][S:20](Cl)(=[O:22])=[O:21]. Product: [CH3:19][S:20]([O:1][CH2:2][C:3]1[CH:8]=[CH:7][N:6]=[C:5]([C:9]([NH2:11])=[O:10])[CH:4]=1)(=[O:22])=[O:21]. The catalyst class is: 13.